From a dataset of Full USPTO retrosynthesis dataset with 1.9M reactions from patents (1976-2016). Predict the reactants needed to synthesize the given product. (1) Given the product [F:1][C:2]1[CH:3]=[C:4]2[C:8](=[CH:9][C:10]=1[CH3:19])[NH:7][CH:6]=[C:5]2[CH:11]1[CH2:15][C:14](=[O:16])[NH:13][C:12]1=[O:17], predict the reactants needed to synthesize it. The reactants are: [F:1][C:2]1[CH:3]=[C:4]2[C:8](=[CH:9][CH:10]=1)[NH:7][CH:6]=[C:5]2[CH:11]1[CH2:15][C:14](=[O:16])[NH:13][C:12]1=[O:17].F[C:19]1C=C2C(=CC=1C)NC=C2.C1(=O)NC(=O)C=C1. (2) The reactants are: [C:1]([O:5][C:6](=[O:25])[CH2:7][CH2:8][N:9]([C:13]1[CH:18]=[CH:17][C:16]([O:19][C:20]([F:23])([F:22])[F:21])=[C:15]([Cl:24])[CH:14]=1)[CH2:10][CH:11]=O)([CH3:4])([CH3:3])[CH3:2].Cl.[NH2:27][CH2:28][CH2:29][CH2:30][C:31]([O:33][CH3:34])=[O:32].C(N(CC)CC)C.C(O)(=O)C.C(O[BH-](OC(=O)C)OC(=O)C)(=O)C.[Na+]. Given the product [CH3:34][O:33][C:31](=[O:32])[CH2:30][CH2:29][CH2:28][NH:27][CH2:11][CH2:10][N:9]([CH2:8][CH2:7][C:6]([O:5][C:1]([CH3:2])([CH3:4])[CH3:3])=[O:25])[C:13]1[CH:18]=[CH:17][C:16]([O:19][C:20]([F:21])([F:23])[F:22])=[C:15]([Cl:24])[CH:14]=1, predict the reactants needed to synthesize it. (3) Given the product [OH:16][CH:15]([CH2:17][NH:40][CH:37]1[CH2:36][CH2:35][N:34]([C:32]2[C:33]3[C:25]([C:21]4[S:20][CH:24]=[CH:23][CH:22]=4)=[CH:26][S:27][C:28]=3[N:29]=[CH:30][N:31]=2)[CH2:39][CH2:38]1)[CH2:14][O:13][C:10]1[CH:9]=[CH:8][C:7]([OH:6])=[CH:12][CH:11]=1, predict the reactants needed to synthesize it. The reactants are: C([Si](C)(C)[O:6][C:7]1[CH:12]=[CH:11][C:10]([O:13][CH2:14][CH:15]2[CH2:17][O:16]2)=[CH:9][CH:8]=1)(C)(C)C.[S:20]1[CH:24]=[CH:23][CH:22]=[C:21]1[C:25]1[C:33]2[C:32]([N:34]3[CH2:39][CH2:38][CH:37]([NH2:40])[CH2:36][CH2:35]3)=[N:31][CH:30]=[N:29][C:28]=2[S:27][CH:26]=1. (4) Given the product [CH3:16][S:3][C:4]1[S:5][C:6]2[CH:12]=[C:11]([C:13]#[N:14])[CH:10]=[CH:9][C:7]=2[N:8]=1, predict the reactants needed to synthesize it. The reactants are: [H-].[Na+].[SH:3][C:4]1[S:5][C:6]2[CH:12]=[C:11]([C:13]#[N:14])[CH:10]=[CH:9][C:7]=2[N:8]=1.I[CH3:16].O. (5) Given the product [NH2:19][C:10]1[C:11]2[O:15][CH2:14][O:13][C:12]=2[C:16]([C:27]#[C:26][CH2:25][O:24][CH2:23][C:22]([N:21]([CH3:29])[CH3:20])=[O:28])=[CH:17][C:9]=1[Cl:8], predict the reactants needed to synthesize it. The reactants are: C(NC(C)C)(C)C.[Cl:8][C:9]1[CH:17]=[C:16](I)[C:12]2[O:13][CH2:14][O:15][C:11]=2[C:10]=1[NH2:19].[CH3:20][N:21]([CH3:29])[C:22](=[O:28])[CH2:23][O:24][CH2:25][C:26]#[CH:27]. (6) Given the product [CH2:11]([O:10][C:8]([C:7]1[CH:6]=[C:5]([OH:14])[N:24]([C:20]2[CH:21]=[CH:22][CH:23]=[C:18]([O:17][CH3:16])[CH:19]=2)[N:25]=1)=[O:9])[CH3:12], predict the reactants needed to synthesize it. The reactants are: [Na].C(O[C:5](=[O:14])[C:6](=O)[CH2:7][C:8]([O:10][CH2:11][CH3:12])=[O:9])C.Cl.[CH3:16][O:17][C:18]1[CH:19]=[C:20]([NH:24][NH2:25])[CH:21]=[CH:22][CH:23]=1. (7) Given the product [Cl:25][C:26]1[CH:31]=[C:30]([Cl:32])[CH:29]=[CH:28][C:27]=1[S:33]([N:22]1[CH2:23][CH2:24][CH:19]([C:10]2[C:9]3[C:13](=[C:14]([C:16]([NH2:18])=[O:17])[CH:15]=[C:7]([C:1]4[CH:2]=[CH:3][CH:4]=[CH:5][CH:6]=4)[CH:8]=3)[NH:12][CH:11]=2)[CH2:20][CH2:21]1)(=[O:35])=[O:34], predict the reactants needed to synthesize it. The reactants are: [C:1]1([C:7]2[CH:8]=[C:9]3[C:13](=[C:14]([C:16]([NH2:18])=[O:17])[CH:15]=2)[NH:12][CH:11]=[C:10]3[CH:19]2[CH2:24][CH2:23][NH:22][CH2:21][CH2:20]2)[CH:6]=[CH:5][CH:4]=[CH:3][CH:2]=1.[Cl:25][C:26]1[CH:31]=[C:30]([Cl:32])[CH:29]=[CH:28][C:27]=1[S:33](Cl)(=[O:35])=[O:34].C(N(CC)CC)C. (8) Given the product [CH2:34]([N:22]1[CH:23]=[C:24]([C:26]2[CH:31]=[CH:30][C:29]([Cl:32])=[CH:28][C:27]=2[Cl:33])[N:25]=[C:21]1[C@@H:20]([NH:38][C:47](=[O:48])[CH2:46][C:40]1[CH:45]=[CH:44][CH:43]=[CH:42][CH:41]=1)[CH2:19][C:16]1[CH:17]=[CH:18][C:13]([O:12][CH2:11][C:8]2[CH:7]=[CH:6][C:5]([C:4]([OH:3])=[O:39])=[CH:10][CH:9]=2)=[CH:14][CH:15]=1)[CH2:35][CH2:36][CH3:37], predict the reactants needed to synthesize it. The reactants are: Cl.C[O:3][C:4](=[O:39])[C:5]1[CH:10]=[CH:9][C:8]([CH2:11][O:12][C:13]2[CH:18]=[CH:17][C:16]([CH2:19][C@H:20]([NH2:38])[C:21]3[N:22]([CH2:34][CH2:35][CH2:36][CH3:37])[CH:23]=[C:24]([C:26]4[CH:31]=[CH:30][C:29]([Cl:32])=[CH:28][C:27]=4[Cl:33])[N:25]=3)=[CH:15][CH:14]=2)=[CH:7][CH:6]=1.[C:40]1([CH2:46][C:47](O)=[O:48])[CH:45]=[CH:44][CH:43]=[CH:42][CH:41]=1. (9) Given the product [C:31](=[N:44][C:2]1[CH:11]=[C:10]([C:12]2[CH:17]=[CH:16][CH:15]=[CH:14][CH:13]=2)[C:9]2[C:4](=[CH:5][C:6]([S:18][C:19]3[CH:20]=[C:21]([C:25]([OH:30])([CH2:28][CH3:29])[CH2:26][CH3:27])[CH:22]=[CH:23][CH:24]=3)=[CH:7][CH:8]=2)[N:3]=1)([C:38]1[CH:39]=[CH:40][CH:41]=[CH:42][CH:43]=1)[C:32]1[CH:37]=[CH:36][CH:35]=[CH:34][CH:33]=1, predict the reactants needed to synthesize it. The reactants are: Cl[C:2]1[CH:11]=[C:10]([C:12]2[CH:17]=[CH:16][CH:15]=[CH:14][CH:13]=2)[C:9]2[C:4](=[CH:5][C:6]([S:18][C:19]3[CH:20]=[C:21]([C:25]([OH:30])([CH2:28][CH3:29])[CH2:26][CH3:27])[CH:22]=[CH:23][CH:24]=3)=[CH:7][CH:8]=2)[N:3]=1.[C:31](=[NH:44])([C:38]1[CH:43]=[CH:42][CH:41]=[CH:40][CH:39]=1)[C:32]1[CH:37]=[CH:36][CH:35]=[CH:34][CH:33]=1.CC(C)([O-])C.[Na+].C1C=CC(P(C2C(C3C(P(C4C=CC=CC=4)C4C=CC=CC=4)=CC=C4C=3C=CC=C4)=C3C(C=CC=C3)=CC=2)C2C=CC=CC=2)=CC=1. (10) The reactants are: [Cl:1][C:2]1[CH:23]=[C:22]([O:24][CH:25]2[CH2:30][CH2:29][CH2:28][CH2:27][O:26]2)[CH:21]=[CH:20][C:3]=1[CH2:4][NH:5][C:6]1[CH:11]=[CH:10][C:9]([O:12][CH2:13][CH2:14][N:15]2[CH2:19][CH2:18][CH2:17][CH2:16]2)=[CH:8][CH:7]=1.C(N(CC)CC)C.[Cl:38][C:39]1[CH:44]=[C:43]([Cl:45])[CH:42]=[CH:41][C:40]=1[S:46](Cl)(=[O:48])=[O:47].[N-]=C=O. Given the product [Cl:38][C:39]1[CH:44]=[C:43]([Cl:45])[CH:42]=[CH:41][C:40]=1[S:46]([N:5]([CH2:4][C:3]1[CH:20]=[CH:21][C:22]([O:24][CH:25]2[CH2:30][CH2:29][CH2:28][CH2:27][O:26]2)=[CH:23][C:2]=1[Cl:1])[C:6]1[CH:11]=[CH:10][C:9]([O:12][CH2:13][CH2:14][N:15]2[CH2:16][CH2:17][CH2:18][CH2:19]2)=[CH:8][CH:7]=1)(=[O:48])=[O:47], predict the reactants needed to synthesize it.